From a dataset of NCI-60 drug combinations with 297,098 pairs across 59 cell lines. Regression. Given two drug SMILES strings and cell line genomic features, predict the synergy score measuring deviation from expected non-interaction effect. Cell line: NCI-H522. Synergy scores: CSS=22.2, Synergy_ZIP=-4.77, Synergy_Bliss=1.30, Synergy_Loewe=0.511, Synergy_HSA=1.26. Drug 2: CC1CCCC2(C(O2)CC(NC(=O)CC(C(C(=O)C(C1O)C)(C)C)O)C(=CC3=CSC(=N3)C)C)C. Drug 1: CN1CCC(CC1)COC2=C(C=C3C(=C2)N=CN=C3NC4=C(C=C(C=C4)Br)F)OC.